This data is from Full USPTO retrosynthesis dataset with 1.9M reactions from patents (1976-2016). The task is: Predict the reactants needed to synthesize the given product. (1) Given the product [C:8]([N:10]1[CH2:11][CH2:12][C:13]2([N:17]([C:18]3[CH:23]=[CH:22][CH:21]=[CH:20][CH:19]=3)[CH2:16][N:15]([CH2:12][CH2:13][CH2:14][O:24][CH2:44][C:45]3[CH:46]=[CH:47][CH:48]=[CH:49][CH:50]=3)[C:14]2=[O:24])[CH2:25][CH2:26]1)([O:7][C:3]([CH3:6])([CH3:4])[CH3:5])=[O:9], predict the reactants needed to synthesize it. The reactants are: [H-].[Na+].[C:3]([O:7][C:8]([N:10]1[CH2:26][CH2:25][C:13]2([N:17]([C:18]3[CH:23]=[CH:22][CH:21]=[CH:20][CH:19]=3)[CH2:16][NH:15][C:14]2=[O:24])[CH2:12][CH2:11]1)=[O:9])([CH3:6])([CH3:5])[CH3:4].[H-].[H][H].[CH2:44](C(Br)CCOCCC(Br)[CH2:44][C:45]1[CH:50]=[CH:49][CH:48]=[CH:47][CH:46]=1)[C:45]1[CH:50]=[CH:49][CH:48]=[CH:47][CH:46]=1. (2) Given the product [NH2:1][C:2]1[CH:9]=[C:8]([O:16][CH2:15][C:14]([CH3:18])([CH3:17])[CH2:13][N:12]([CH3:19])[CH3:11])[C:5]([C:6]#[N:7])=[CH:4][N:3]=1, predict the reactants needed to synthesize it. The reactants are: [NH2:1][C:2]1[CH:9]=[C:8](F)[C:5]([C:6]#[N:7])=[CH:4][N:3]=1.[CH3:11][N:12]([CH3:19])[CH2:13][C:14]([CH3:18])([CH3:17])[CH2:15][OH:16]. (3) The reactants are: [CH:1]1([CH2:4][O:5][C:6]2[CH:11]=[C:10]([F:12])[CH:9]=[CH:8][C:7]=2[C:13]2[N:17]([CH3:18])[CH:16]=[N:15][C:14]=2[C:19]2[CH:24]=[C:23]([C:25]3[N:26]=[N:27][N:28]([CH2:31][C:32]4[CH:37]=[CH:36][C:35]([O:38][CH3:39])=[CH:34][CH:33]=4)[C:29]=3I)[CH:22]=[CH:21][N:20]=2)[CH2:3][CH2:2]1.[Cl-:40].[K+].O. Given the product [Cl:40][C:29]1[N:28]([CH2:31][C:32]2[CH:37]=[CH:36][C:35]([O:38][CH3:39])=[CH:34][CH:33]=2)[N:27]=[N:26][C:25]=1[C:23]1[CH:22]=[CH:21][N:20]=[C:19]([C:14]2[N:15]=[CH:16][N:17]([CH3:18])[C:13]=2[C:7]2[CH:8]=[CH:9][C:10]([F:12])=[CH:11][C:6]=2[O:5][CH2:4][CH:1]2[CH2:3][CH2:2]2)[CH:24]=1, predict the reactants needed to synthesize it.